This data is from Catalyst prediction with 721,799 reactions and 888 catalyst types from USPTO. The task is: Predict which catalyst facilitates the given reaction. Product: [CH2:1]([O:5][CH2:6][CH2:7][O:8][C:9]1[CH:14]=[CH:13][C:12]([C:15]2[CH:16]=[CH:17][C:18]3[N:24]([CH2:25][CH:26]([CH3:27])[CH3:28])[CH2:23][CH2:22][C:21]([C:29]([NH:31][C:32]4[CH:33]=[CH:34][C:35]([S:38]([CH2:39][C:40]5[N:44]([CH2:45][CH2:46][CH3:47])[CH:43]=[N:42][N:41]=5)=[O:57])=[N:36][CH:37]=4)=[O:30])=[CH:20][C:19]=3[CH:48]=2)=[CH:11][CH:10]=1)[CH2:2][CH2:3][CH3:4]. Reactant: [CH2:1]([O:5][CH2:6][CH2:7][O:8][C:9]1[CH:14]=[CH:13][C:12]([C:15]2[CH:16]=[CH:17][C:18]3[N:24]([CH2:25][CH:26]([CH3:28])[CH3:27])[CH2:23][CH2:22][C:21]([C:29]([NH:31][C:32]4[CH:33]=[CH:34][C:35]([S:38][CH2:39][C:40]5[N:44]([CH2:45][CH2:46][CH3:47])[CH:43]=[N:42][N:41]=5)=[N:36][CH:37]=4)=[O:30])=[CH:20][C:19]=3[CH:48]=2)=[CH:11][CH:10]=1)[CH2:2][CH2:3][CH3:4].ClC1C=CC=C(C(OO)=[O:57])C=1.S([O-])([O-])(=O)=S.[Na+].[Na+]. The catalyst class is: 4.